From a dataset of Forward reaction prediction with 1.9M reactions from USPTO patents (1976-2016). Predict the product of the given reaction. (1) Given the reactants [CH2:1]([O:3][C:4]([CH:6]1[CH2:10][CH2:9][CH2:8][C:7]1=[O:11])=[O:5])[CH3:2].[BH4-].[Na+].O, predict the reaction product. The product is: [CH2:1]([O:3][C:4]([CH:6]1[CH2:10][CH2:9][CH2:8][CH:7]1[OH:11])=[O:5])[CH3:2]. (2) Given the reactants [CH3:1][O:2][C:3]1[CH:4]=[C:5]([CH:9]=[C:10]([O:13][CH3:14])[C:11]=1[CH3:12])[C:6](O)=[O:7].CC[N:17](C(C)C)C(C)C.CN(C(ON1N=NC2C=CC=CC1=2)=[N+](C)C)C.F[P-](F)(F)(F)(F)F.[NH4+].[OH-], predict the reaction product. The product is: [CH3:1][O:2][C:3]1[CH:4]=[C:5]([CH:9]=[C:10]([O:13][CH3:14])[C:11]=1[CH3:12])[C:6]([NH2:17])=[O:7]. (3) Given the reactants Cl[C:2]1[C:7]([N+:8]([O-])=O)=[CH:6][CH:5]=[C:4]([Cl:11])[N:3]=1.O.[NH4+:13].[OH-].[CH3:15]O, predict the reaction product. The product is: [NH2:8][C:7]1[C:2]([C:15]#[N:13])=[N:3][C:4]([Cl:11])=[CH:5][CH:6]=1. (4) Given the reactants Br[C:2]1[N:7]=[C:6]([NH:8][CH2:9][C:10]2[CH:15]=[CH:14][CH:13]=[CH:12][C:11]=2[OH:16])[CH:5]=[N:4][CH:3]=1.[CH3:17][OH:18].[OH-].[Na+].[Cl-].[NH4+], predict the reaction product. The product is: [CH3:17][O:18][C:2]1[N:7]=[C:6]([NH:8][CH2:9][C:10]2[CH:15]=[CH:14][CH:13]=[CH:12][C:11]=2[OH:16])[CH:5]=[N:4][CH:3]=1. (5) Given the reactants [P].[S].[C:3]([CH2:11][C:12]#[N:13])(=[O:10])[C:4]1[CH:9]=[CH:8][CH:7]=[CH:6][CH:5]=1.[H-].[Na+].[C:16](=S)=[S:17].CI.[CH3:21][S:22]([CH3:24])=O, predict the reaction product. The product is: [C:3]([C:11](=[C:21]([S:17][CH3:16])[S:22][CH3:24])[C:12]#[N:13])(=[O:10])[C:4]1[CH:9]=[CH:8][CH:7]=[CH:6][CH:5]=1. (6) Given the reactants [CH3:1][O:2][C:3](=[O:24])[C@@H:4]([NH:13][C:14](=[O:23])[C:15]1[CH:20]=[C:19]([Cl:21])[CH:18]=[CH:17][C:16]=1[NH2:22])[CH2:5][C:6]1[CH:11]=[CH:10][C:9]([Br:12])=[CH:8][CH:7]=1.[CH:25]1[C:34]2[C:29](=[CH:30][CH:31]=[CH:32][CH:33]=2)[CH:28]=[CH:27][C:26]=1[CH:35]=O.C(O[BH-](OC(=O)C)OC(=O)C)(=O)C.[Na+], predict the reaction product. The product is: [CH3:1][O:2][C:3](=[O:24])[CH:4]([NH:13][C:14](=[O:23])[C:15]1[CH:20]=[C:19]([Cl:21])[CH:18]=[CH:17][C:16]=1[NH:22][CH2:35][C:26]1[CH:27]=[CH:28][C:29]2[C:34](=[CH:33][CH:32]=[CH:31][CH:30]=2)[CH:25]=1)[CH2:5][C:6]1[CH:7]=[CH:8][C:9]([Br:12])=[CH:10][CH:11]=1. (7) Given the reactants [F:1][CH2:2][CH:3]([OH:6])[CH2:4][OH:5].C(N(CC)CC)C.[C:14]1([CH3:24])[CH:19]=[CH:18][C:17]([S:20](Cl)(=[O:22])=[O:21])=[CH:16][CH:15]=1, predict the reaction product. The product is: [CH3:24][C:14]1[CH:19]=[CH:18][C:17]([S:20]([O:5][CH2:4][CH:3]([OH:6])[CH2:2][F:1])(=[O:22])=[O:21])=[CH:16][CH:15]=1. (8) Given the reactants [C:1]([O:18][C@@H:19]([CH2:38][O:39]CC1C=CC(OC)=CC=1)[CH2:20][O:21][CH2:22][CH2:23][CH2:24][CH2:25][CH2:26][CH2:27][CH2:28][CH2:29][CH2:30][CH2:31][CH2:32][CH2:33][CH2:34][CH2:35][CH2:36][CH3:37])(=[O:17])[CH2:2][CH2:3][CH2:4][CH2:5][CH2:6][CH2:7][CH2:8][CH2:9][CH2:10][CH2:11][CH2:12][CH2:13][CH2:14][CH2:15][CH3:16], predict the reaction product. The product is: [C:1]([O:18][C@@H:19]([CH2:38][OH:39])[CH2:20][O:21][CH2:22][CH2:23][CH2:24][CH2:25][CH2:26][CH2:27][CH2:28][CH2:29][CH2:30][CH2:31][CH2:32][CH2:33][CH2:34][CH2:35][CH2:36][CH3:37])(=[O:17])[CH2:2][CH2:3][CH2:4][CH2:5][CH2:6][CH2:7][CH2:8][CH2:9][CH2:10][CH2:11][CH2:12][CH2:13][CH2:14][CH2:15][CH3:16].